This data is from Forward reaction prediction with 1.9M reactions from USPTO patents (1976-2016). The task is: Predict the product of the given reaction. Given the reactants Cl.Cl.[CH3:3][N:4]1[CH2:13][C@@H:12]([C:14]2[CH:23]=[CH:22][C:21]3[C:16](=[CH:17][CH:18]=[CH:19][CH:20]=3)[CH:15]=2)[C:11]2[C:6](=[CH:7][C:8]([C:24]3[N:29]=[N:28][C:27]([NH2:30])=[CH:26][CH:25]=3)=[CH:9][CH:10]=2)[CH2:5]1.C([O-])(O)=O.[Na+], predict the reaction product. The product is: [CH3:3][N:4]1[CH2:13][C@@H:12]([C:14]2[CH:23]=[CH:22][C:21]3[C:16](=[CH:17][CH:18]=[CH:19][CH:20]=3)[CH:15]=2)[C:11]2[C:6](=[CH:7][C:8]([C:24]3[N:29]=[N:28][C:27]([NH2:30])=[CH:26][CH:25]=3)=[CH:9][CH:10]=2)[CH2:5]1.